This data is from B-cell epitopes from IEDB database with 3,159 antigens for binding position prediction. The task is: Token-level Classification. Given an antigen amino acid sequence, predict which amino acid positions are active epitope sites capable of antibody binding. Output is a list of indices for active positions. (1) Given the antigen sequence: DCSPSCCTLTIGVSSYHSKPCNPAQPVCSWTLDLLALSADQALQPPCPNLVSYSSYHATYSLYLFPHWIKKPNRNGGGYYSASYSDPCSLKCPYLGCQSWTCPYTGAVSSPYWKFQHDVNFTQEVSRLNINLHFSKCGFPFSLLVDALGYDPIWFLNTEPSQLPPTAPPLLPHSNLDHILEPSIPWKSKLLTLVQLTLQSTNYTCIVCIDRASLSTWHVLYSPNVSVPSSSSTPLLYPSLALPAPHLTLPFNWTHCFDPQIQAIVSSPCHNSLILPPFSLSPVPTLGSRSRRAVPVAVWLVSALAMGAGVAGRITGSMSLASGKSLLHEVDKDISQLTQAIVKNHKNLLKIAQYAAQNRRGLDLLFWEQGGLCKALQEQCCFLNITNSHVSILQERPPLENRVLTGWGLNWDLGLSQWAREALQTGITLVALLHLVILAGPCILRQLRHLPSRVRYPHYSLIKPESSLQ, which amino acid positions are active epitope sites? The epitope positions are: [445, 446, 447, 448, 449, 450, 451, 452, 453, 454, 455, 456, 457, 458, 459, 460, 461, 462, 463, 464... (23 total positions)]. The amino acids at these positions are: QLRHLPSRVRYPHYSLIKPESSL. (2) Given the antigen sequence: GDRVADVIESSIGDSVSRALTHALPAPTGQNTQVSSHRLDTGKVPALQAAEIGASSNASDESMIETRCVLNSHSTAETTLDSFFSRAGLVGEIDLPLEGTTNPNGYANWDIDITGYAQMRRKVELFTYMRFDAEFTFVACTPTGQVVPQLLQYMFVPPGAPKPDSRESLAWQTATNPSVFVKLSDPPAQVSVPFMSPASAYQWFYDGYPTFGEHKQEKDLEYGACPNNMMGTFSVRTVGTSKSKYPLVVRIYMRMKHVRAWVPRPMRNQNYLFKANPNYAGNSIKPTGTSRTAITTL, which amino acid positions are active epitope sites? The epitope positions are: [96, 97, 98, 99, 100, 101, 102, 103, 104, 105, 106, 107, 108, 109, 110]. The amino acids at these positions are: LEGTTNPNGYANWDI. (3) Given the antigen sequence: MFIFLLFLTLTSGSDLDRCTTFDDVQAPNYTQHTSSMRGVYYPDEIFRSDTLYLTQDLFLPFYSNVTGFHTINHTFDNPVIPFKDGIYFAATEKSNVVRGWVFGSTMNNKSQSVIIINNSTNVVIRACNFELCDNPFFAVSKPMGTQTHTMIFDNAFNCTFEYISDAFSLDVSEKSGNFKHLREFVFKNKDGFLYVYKGYQPIDVVRDLPSGFNTLKPIFKLPLGINITNFRAILTAFSPAQDTWGTSAAAYFVGYLKPTTFMLKYDENGTITDAVDCSQNPLAELKCSVKSFEIDKGIYQTSNFRVVPSGDVVRFPNITNLCPFGEVFNATKFPSVYAWERKKISNCVADYSVLYNSTFFSTFKCYGVSATKLNDLCFSNVYADSFVVKGDDVRQIAPGQTGVIADYNYKLPDDFMGCVLAWNTRNIDATSTGNYNYKYRYLRHGKLRPFERDISNVPFSPDGKPCTPPALNCYWPLNDYGFYTTTGIGYQPYRVVVLS..., which amino acid positions are active epitope sites? The epitope positions are: [788, 789, 790, 791, 792, 793, 794, 795, 796, 797, 798]. The amino acids at these positions are: PDPLKPTKRSF. (4) The epitope positions are: [124, 125, 126, 127, 128, 129, 130, 131, 132, 133]. The amino acids at these positions are: ADQAQYNQMH. Given the antigen sequence: MIINHNTSAINASRNNGINAANLSKTQEKLSSGYRINRASDDAAGMGVSGKINAQIRGLSQASRNTSKAINFIQTTEGNLNEVEKVLVRMKELAVQSGNGTYSDADRGSIQIEIEQLTDEINRIADQAQYNQMHMLSNKSASQNVRTAEELGMQPAKINTPASLSGSQASWTLRVHVGANQDEAIAVNIYAANVANLFSGEGAQTAQAAPVQEGVQQEGAQQPAPATAPSQGGVNSPVNVTTTVDANTSLAKIENAIRMISDQRANLGAFQNRLESIKDSTEYAIENLKASYAQIKDATMTDEVVAATTNSILTQSAMAMIAQANQVPQYVLSLLR, which amino acid positions are active epitope sites? (5) Given the antigen sequence: TTSAGESADPVTATVENYGGETQVQRRQHTDVSFILDRFVKVTPKDQINVLDLMQTPAHTLVGALLRTATYYFADLEVAVKHEGNLTWVPNGAPETALDNTTNPTAYHKAPLTRLALPYTAPHRVLATVYNGNCKYGESPVTNVRGDLQVLAQKAARTLPTSFNYGAIKATRVTELLYRMKRAETYCPRPLLAIHPSEXRHKQKIVAPVKQLL, which amino acid positions are active epitope sites? The epitope positions are: [139, 140, 141, 142, 143, 144, 145, 146, 147, 148, 149, 150, 151, 152, 153, 154, 155, 156, 157]. The amino acids at these positions are: PVTNVRGDLQVLAQKAART. (6) Given the antigen sequence: MMKRNILAVIVPALLVAGTANAAEIYNKDGNKVDLYGKAVGLHYFSKGNGENSYGGNGDMTYARLGFKGETQINSDLTGYGQWEYNFQGNNSEGADAQTGNKTRLAFAGLKYADVGSFDYGRNYGVVYDALGYTDMLPEFGGDTAYSDDFFVGRVGGVATYRNSNFFGLVDGLNFAVQYLGKNERDTARRSNGDGVGGSISYEYEGFGIVGAYGAADRTNLQEAQPLGNGKKAEQWATGLKYDANNIYLAANYGETRNATPITNKFTNTSGFANKTQDVLLVAQYQFDFGLRPSIAYTKSKAKDVEGIGDVDLVNYFEVGATYYFNKNMSTYVDYIINQIDSDNKLGVGSDDTVAVGIVYQF, which amino acid positions are active epitope sites? The epitope positions are: [176, 177, 178, 179, 180, 181, 182, 183, 184, 185, 186, 187, 188, 189, 190, 191, 192, 193, 194, 195]. The amino acids at these positions are: VQYLGKNERDTARRSNGDGV. (7) Given the antigen sequence: MKTLLTLGLLLLSVTAQAKVYERCEFARTLKRNGMAGYYGVSLADWVCLAQHESNYNTRATNYNRGDQSTDYGIFQINSRYWCNDGKTPRAVNACGINCSALLQDDITAAIQCAKRVVRDPQGIRAWVAWRAHCQNRDLSQYIRNCGV, which amino acid positions are active epitope sites? The epitope positions are: [18, 19, 20, 21, 22, 23, 24, 25, 26, 27, 28, 29, 30]. The amino acids at these positions are: KVYERCEFARTLK. (8) Given the antigen sequence: MFAVKHCLLVVAVGALVNVSVRAAEFSGVVNQGPVDVPFSGKPLDERAVGGKGEHTPPLPDERQQEPEEPVSQRASRVAEQLFRKFLKFAENVGHHSEKAFKKAKVVAEKGFTAAKTHTVRGFKVAKEAAGRGMVTVGKKLANVESDRSTTTTQAPDSPNGLAETEVPVEPQQRAAHVPVPDFSQ, which amino acid positions are active epitope sites? The epitope positions are: [66, 67, 68, 69, 70, 71, 72, 73, 74, 75, 76, 77, 78, 79, 80, 81]. The amino acids at these positions are: PEEPVSQRASRVAEQL.